This data is from Forward reaction prediction with 1.9M reactions from USPTO patents (1976-2016). The task is: Predict the product of the given reaction. (1) Given the reactants [C:1]([O:5][C:6]([NH:8][CH:9]([CH2:13][C:14]1[C:19]([CH3:20])=[CH:18][C:17]([C:21](=[O:23])[NH2:22])=[CH:16][C:15]=1[CH3:24])[C:10](O)=[O:11])=[O:7])([CH3:4])([CH3:3])[CH3:2].ON1C2C=CC=CC=2N=N1.[C:35]1([C:41]2[N:42]=[C:43]([CH:46]3[CH2:51][CH2:50][CH2:49][CH2:48][NH:47]3)[NH:44][CH:45]=2)[CH:40]=[CH:39][CH:38]=[CH:37][CH:36]=1.CN(C)CCCCN=C=NCC.C(O)(=O)CC(CC(O)=O)(C(O)=O)O, predict the reaction product. The product is: [C:1]([O:5][C:6](=[O:7])[NH:8][CH:9]([CH2:13][C:14]1[C:19]([CH3:20])=[CH:18][C:17]([C:21](=[O:23])[NH2:22])=[CH:16][C:15]=1[CH3:24])[C:10](=[O:11])[N:47]1[CH2:48][CH2:49][CH2:50][CH2:51][CH:46]1[C:43]1[NH:44][CH:45]=[C:41]([C:35]2[CH:40]=[CH:39][CH:38]=[CH:37][CH:36]=2)[N:42]=1)([CH3:3])([CH3:4])[CH3:2]. (2) Given the reactants [CH3:1][O:2][C:3](=[O:25])[C@H:4]([CH2:21][CH2:22][S:23][CH3:24])[NH:5][C:6](=[O:20])[C:7]1[CH:12]=[CH:11][C:10]([SH:13])=[CH:9][C:8]=1[C:14]1[CH:19]=[CH:18][CH:17]=[CH:16][CH:15]=1.[C:26](Cl)(Cl)=[O:27].C1(C)C=CC=CC=1.[NH2:37][C:38]1[S:39][CH:40]=[CH:41][N:42]=1.C(N(CC)CC)C, predict the reaction product. The product is: [CH3:1][O:2][C:3](=[O:25])[C@H:4]([CH2:21][CH2:22][S:23][CH3:24])[NH:5][C:6](=[O:20])[C:7]1[CH:12]=[CH:11][C:10]([S:13][C:26]([NH:37][C:38]2[S:39][CH:40]=[CH:41][N:42]=2)=[O:27])=[CH:9][C:8]=1[C:14]1[CH:15]=[CH:16][CH:17]=[CH:18][CH:19]=1. (3) The product is: [CH3:15][C:13]1[CH:14]=[C:9]([C:8]2[NH:7][C:6]3[S:17][C:18]([C:20]([CH3:21])([C:22]4[O:23][C:24]([CH2:27][CH2:28][CH3:29])=[N:25][N:26]=4)[CH3:30])=[CH:19][C:5]=3[C:4]=2[CH2:3][CH2:2][N:46]2[CH2:45][CH2:44][N:43]([CH2:42][C:41](=[O:40])[N:49]3[CH2:50][CH2:51][CH2:52][CH2:53]3)[CH2:48][CH2:47]2)[CH:10]=[C:11]([CH3:16])[CH:12]=1. Given the reactants Cl[CH2:2][CH2:3][C:4]1[C:5]2[CH:19]=[C:18]([C:20]([CH3:30])([C:22]3[O:23][C:24]([CH2:27][CH2:28][CH3:29])=[N:25][N:26]=3)[CH3:21])[S:17][C:6]=2[NH:7][C:8]=1[C:9]1[CH:14]=[C:13]([CH3:15])[CH:12]=[C:11]([CH3:16])[CH:10]=1.C(N(C(C)C)CC)(C)C.[O:40]=[C:41]([N:49]1[CH2:53][CH2:52][CH2:51][CH2:50]1)[CH2:42][N:43]1[CH2:48][CH2:47][NH:46][CH2:45][CH2:44]1, predict the reaction product. (4) Given the reactants [F:1][C:2]1[CH:7]=[CH:6][C:5]([C:8]2[C:13]([C:14]3[CH:19]=[CH:18][N:17]=[CH:16][CH:15]=3)=[C:12]([C:20]3[CH:25]=[CH:24][C:23]([F:26])=[CH:22][CH:21]=3)[N:11]=[C:10]3[NH:27][N:28]=[CH:29][C:9]=23)=[CH:4][CH:3]=1.[CH3:30][S:31][C:32]1[CH:37]=[CH:36][C:35](B(O)O)=[CH:34][CH:33]=1.N1C=CC=CC=1.C(N(CC)CC)C, predict the reaction product. The product is: [F:1][C:2]1[CH:7]=[CH:6][C:5]([C:8]2[C:9]3[C:10](=[N:27][N:28]([C:35]4[CH:36]=[CH:37][C:32]([S:31][CH3:30])=[CH:33][CH:34]=4)[CH:29]=3)[N:11]=[C:12]([C:20]3[CH:25]=[CH:24][C:23]([F:26])=[CH:22][CH:21]=3)[C:13]=2[C:14]2[CH:15]=[CH:16][N:17]=[CH:18][CH:19]=2)=[CH:4][CH:3]=1.[F:1][C:2]1[CH:7]=[CH:6][C:5]([C:8]2[C:13]([C:14]3[CH:15]=[CH:16][N:17]=[CH:18][CH:19]=3)=[C:12]([C:20]3[CH:25]=[CH:24][C:23]([F:26])=[CH:22][CH:21]=3)[N:11]=[C:10]3[N:27]([C:35]4[CH:36]=[CH:37][C:32]([S:31][CH3:30])=[CH:33][CH:34]=4)[N:28]=[CH:29][C:9]=23)=[CH:4][CH:3]=1. (5) Given the reactants [CH2:1]([N:8]1[CH2:13][CH2:12][CH:11]([NH:14][C:15]2[CH:20]=[CH:19][C:18]([F:21])=[CH:17][C:16]=2[NH2:22])[CH2:10][CH2:9]1)[C:2]1[CH:7]=[CH:6][CH:5]=[CH:4][CH:3]=1.C([O:26][C:27](=O)[CH3:28])(=O)C.[C:30](OCC)(=O)C, predict the reaction product. The product is: [CH2:1]([N:8]1[CH2:13][CH2:12][CH:11]([NH:14][C:15]2[CH:20]=[CH:19][C:18]([F:21])=[CH:17][C:16]=2[NH:22][C:27](=[O:26])[CH2:28][CH3:30])[CH2:10][CH2:9]1)[C:2]1[CH:7]=[CH:6][CH:5]=[CH:4][CH:3]=1. (6) Given the reactants F[C:2]1[CH:7]=[CH:6][C:5](C)=[CH:4][C:3]=1[CH:9]1[CH2:13][N:12]([CH:14]2[CH2:19][CH2:18][O:17][CH2:16][CH2:15]2)[C:11](=[O:20])[N:10]1[CH:21]1[CH2:26][CH2:25][NH:24][CH2:23][CH2:22]1.[Br:27]C1C=C(C=CC=1)C=O.FC1C=C(C=C(C)C=1)C=O, predict the reaction product. The product is: [Br:27][C:5]1[CH:4]=[C:3]([CH:9]2[CH2:13][N:12]([CH:14]3[CH2:19][CH2:18][O:17][CH2:16][CH2:15]3)[C:11](=[O:20])[N:10]2[CH:21]2[CH2:26][CH2:25][NH:24][CH2:23][CH2:22]2)[CH:2]=[CH:7][CH:6]=1. (7) Given the reactants [CH3:1][O:2][C:3]1[CH:25]=[CH:24][C:6]([CH2:7][N:8]2[C:17]3[C:12](=[N:13][CH:14]=[C:15]([N:18]4[CH2:21][CH:20]([OH:22])[CH2:19]4)[CH:16]=3)[CH:11]=[CH:10][C:9]2=[O:23])=[CH:5][CH:4]=1.CCN(CC)CC.S(=O)(=O)=O.N1C=CC=CC=1.CO, predict the reaction product. The product is: [CH3:1][O:2][C:3]1[CH:4]=[CH:5][C:6]([CH2:7][N:8]2[C:17]3[C:12](=[N:13][CH:14]=[C:15]([N:18]4[CH2:21][C:20](=[O:22])[CH2:19]4)[CH:16]=3)[CH:11]=[CH:10][C:9]2=[O:23])=[CH:24][CH:25]=1.